Dataset: Full USPTO retrosynthesis dataset with 1.9M reactions from patents (1976-2016). Task: Predict the reactants needed to synthesize the given product. (1) Given the product [CH:29]1([C:32]([NH:1][C:2]2[CH:3]=[CH:4][CH:5]=[C:6]3[C:10]=2[C:9](=[O:11])[N:8]([C@@H:12]([C:18]2[CH:23]=[CH:22][C:21]([O:24][CH3:25])=[C:20]([O:26][CH2:27][CH3:28])[CH:19]=2)[CH2:13][S:14]([CH3:17])(=[O:15])=[O:16])[CH2:7]3)=[O:33])[CH2:31][CH2:30]1, predict the reactants needed to synthesize it. The reactants are: [NH2:1][C:2]1[CH:3]=[CH:4][CH:5]=[C:6]2[C:10]=1[C:9](=[O:11])[N:8]([C@@H:12]([C:18]1[CH:23]=[CH:22][C:21]([O:24][CH3:25])=[C:20]([O:26][CH2:27][CH3:28])[CH:19]=1)[CH2:13][S:14]([CH3:17])(=[O:16])=[O:15])[CH2:7]2.[CH:29]1([C:32](Cl)=[O:33])[CH2:31][CH2:30]1.CO. (2) Given the product [CH2:1]([N:8]([CH:13]1[CH2:14][CH2:16]1)[C:9](=[O:12])[CH2:10][Cl:11])[C:2]1[CH:3]=[CH:4][CH:5]=[CH:6][CH:7]=1, predict the reactants needed to synthesize it. The reactants are: [CH2:1]([N:8]([CH2:13][CH:14]1[CH2:16]C1)[C:9](=[O:12])[CH2:10][Cl:11])[C:2]1[CH:7]=[CH:6][CH:5]=[CH:4][CH:3]=1.ClCC(Cl)=O.C(NCC1CC1)C1C=CC=CC=1.C(Cl)Cl.CO. (3) Given the product [NH:1]1[C-:5]=[N:4][N:3]=[N:2]1.[CH:6]([NH2+:9][CH:10]([CH3:12])[CH3:11])([CH3:8])[CH3:7], predict the reactants needed to synthesize it. The reactants are: [NH:1]1[CH:5]=[N:4][N:3]=[N:2]1.[CH:6]([NH:9][CH:10]([CH3:12])[CH3:11])([CH3:8])[CH3:7].C(#N)C. (4) Given the product [Br:1][C:2]1[CH:3]=[C:4]([N:8]2[C:9]3[C:18]4[C:13]([N:12]=[CH:11][N:10]=3)=[CH:14][C:15]([O:22][CH3:23])=[C:16]([O:20][CH3:21])[C:17]=4[N:19]=[C:26]2[CH2:27][CH3:28])[CH:5]=[CH:6][CH:7]=1, predict the reactants needed to synthesize it. The reactants are: [Br:1][C:2]1[CH:3]=[C:4]([NH:8][C:9]2[C:18]3[C:17]([NH2:19])=[C:16]([O:20][CH3:21])[C:15]([O:22][CH3:23])=[CH:14][C:13]=3[N:12]=[CH:11][N:10]=2)[CH:5]=[CH:6][CH:7]=1.[OH-].[Na+].[C:26](OC(=O)CC)(=O)[CH2:27][CH3:28]. (5) Given the product [Cl:1][C:2]1[CH:9]=[C:8]([CH:7]=[C:4]([C:5]#[N:6])[CH:3]=1)[O:10][C:11]1[C:12](=[O:31])[N:13]([CH2:21][C:22]2[C:30]3[C:25](=[N:26][CH:27]=[CH:28][CH:29]=3)[N:24]([C:38]([N:35]([CH3:32])[CH2:36][CH2:37][NH:69][C:67](=[O:68])[O:66][C:62]([CH3:65])([CH3:64])[CH3:63])=[O:43])[N:23]=2)[CH:14]=[CH:15][C:16]=1[C:17]([F:19])([F:20])[F:18], predict the reactants needed to synthesize it. The reactants are: [Cl:1][C:2]1[CH:3]=[C:4]([CH:7]=[C:8]([O:10][C:11]2[C:12](=[O:31])[N:13]([CH2:21][C:22]3[C:30]4[C:25](=[N:26][CH:27]=[CH:28][CH:29]=4)[NH:24][N:23]=3)[CH:14]=[CH:15][C:16]=2[C:17]([F:20])([F:19])[F:18])[CH:9]=1)[C:5]#[N:6].[CH:32]([N:35]([CH:38](C)C)[CH2:36][CH3:37])(C)C.ClC(OC1C=CC([N+]([O-])=O)=CC=1)=[O:43].C(=O)([O-])N.CNC.[Cl-].[C:62]([O:66][C:67]([NH:69]CC[NH2+]C)=[O:68])([CH3:65])([CH3:64])[CH3:63]. (6) Given the product [N+:10]([CH2:13][CH2:5][CH2:4][C:6](=[O:7])[CH2:8][CH3:9])([O-:12])=[O:11], predict the reactants needed to synthesize it. The reactants are: C[O-].[Na+].[CH:4]([C:6]([CH2:8][CH3:9])=[O:7])=[CH2:5].[N+:10]([CH3:13])([O-:12])=[O:11]. (7) Given the product [Br:1][C:2]1[CH:7]=[CH:6][C:5]([O:8][CH:9]([C:16]2[CH:21]=[CH:20][CH:19]=[CH:18][C:17]=2[Cl:22])[CH2:10][CH2:11][C:12]([F:14])([F:15])[F:13])=[C:4]([CH:3]=1)[NH2:23], predict the reactants needed to synthesize it. The reactants are: [Br:1][C:2]1[CH:7]=[CH:6][C:5]([O:8][CH:9]([C:16]2[CH:21]=[CH:20][CH:19]=[CH:18][C:17]=2[Cl:22])[CH2:10][CH2:11][C:12]([F:15])([F:14])[F:13])=[C:4]([N+:23]([O-])=O)[CH:3]=1.[Cl-].[NH4+].O. (8) Given the product [CH3:1][N:2]1[CH:6]=[C:5]([C:7]2[CH:8]=[CH:9][C:10]3[N:11]([C:13]([S:16][C:17]4[CH:18]=[C:19]5[C:24](=[CH:25][CH:26]=4)[N:23]=[CH:22][C:21]([N:27]4[CH2:32][CH2:31][N:30]([CH2:35][C:34]([F:38])([F:37])[F:33])[CH2:29][CH2:28]4)=[CH:20]5)=[N:14][N:15]=3)[CH:12]=2)[CH:4]=[N:3]1, predict the reactants needed to synthesize it. The reactants are: [CH3:1][N:2]1[CH:6]=[C:5]([C:7]2[CH:8]=[CH:9][C:10]3[N:11]([C:13]([S:16][C:17]4[CH:18]=[C:19]5[C:24](=[CH:25][CH:26]=4)[N:23]=[CH:22][C:21]([N:27]4[CH2:32][CH2:31][NH:30][CH2:29][CH2:28]4)=[CH:20]5)=[N:14][N:15]=3)[CH:12]=2)[CH:4]=[N:3]1.[F:33][C:34]([F:38])([F:37])[CH2:35]I.CCN(C(C)C)C(C)C. (9) Given the product [F:8][C:5]1[CH:6]=[CH:7][C:2]([N:22]2[C@H:23]([CH2:25][OH:26])[CH2:24][N:19]3[N:18]=[C:17]([CH2:16][O:9][C:10]4[CH:11]=[CH:12][CH:13]=[CH:14][CH:15]=4)[CH:32]=[C:20]3[C:21]2=[O:31])=[CH:3][CH:4]=1, predict the reactants needed to synthesize it. The reactants are: Br[C:2]1[CH:7]=[CH:6][C:5]([F:8])=[CH:4][CH:3]=1.[O:9]([CH2:16][C:17]1[CH:32]=[C:20]2[C:21](=[O:31])[NH:22][C@H:23]([CH2:25][O:26][Si](C)(C)C)[CH2:24][N:19]2[N:18]=1)[C:10]1[CH:15]=[CH:14][CH:13]=[CH:12][CH:11]=1.C([O-])([O-])=O.[K+].[K+].CNCCNC.